Dataset: Reaction yield outcomes from USPTO patents with 853,638 reactions. Task: Predict the reaction yield, written as a fraction of the theoretical maximum amount of product (1.0 means a 100% yield; for example, 0.34 means a 34% yield). (1) The reactants are Br[C:2]1[CH:7]=[CH:6][CH:5]=[CH:4][N:3]=1.[CH2:8]([N:12]1[CH:20]=[C:19]2[C:14]([C:15]([Cl:21])=[CH:16][CH:17]=[CH:18]2)=[N:13]1)[CH2:9][C:10]#[CH:11]. No catalyst specified. The product is [Cl:21][C:15]1[C:14]2[C:19](=[CH:20][N:12]([CH2:8][CH2:9][C:10]#[C:11][C:2]3[CH:7]=[CH:6][CH:5]=[CH:4][N:3]=3)[N:13]=2)[CH:18]=[CH:17][CH:16]=1. The yield is 0.190. (2) The reactants are O1CCOCC1.C(=O)([O-])[O-].[Na+].[Na+].CC1C(B2OC(C)(C)C(C)(C)O2)=CC=CC=1[N:29]1[CH2:41][CH2:40][C:39]2[C:38]3[C:33](=[CH:34][CH:35]=[CH:36][CH:37]=3)[N:32](COCC[Si](C)(C)C)[C:31]=2[C:30]1=[O:50]. The catalyst is C1C=CC([P]([Pd]([P](C2C=CC=CC=2)(C2C=CC=CC=2)C2C=CC=CC=2)([P](C2C=CC=CC=2)(C2C=CC=CC=2)C2C=CC=CC=2)[P](C2C=CC=CC=2)(C2C=CC=CC=2)C2C=CC=CC=2)(C2C=CC=CC=2)C2C=CC=CC=2)=CC=1.O. The product is [C:30]1(=[O:50])[C:31]2[NH:32][C:33]3[C:38]([C:39]=2[CH2:40][CH2:41][NH:29]1)=[CH:37][CH:36]=[CH:35][CH:34]=3. The yield is 0.890. (3) The reactants are C(N)CN.O1CCOCC1.[Cl:11][C:12]1[CH:17]=[CH:16][C:15]([C@:18]2([CH3:33])[C@H:22]([C:23]3[CH:28]=[CH:27][C:26]([Cl:29])=[C:25]([F:30])[CH:24]=3)[NH:21]S(=O)(=O)[NH:19]2)=[CH:14][N:13]=1. The catalyst is C(Cl)(Cl)Cl. The product is [Cl:29][C:26]1[CH:27]=[CH:28][C:23]([C@@H:22]([NH2:21])[C@:18]([C:15]2[CH:14]=[N:13][C:12]([Cl:11])=[CH:17][CH:16]=2)([NH2:19])[CH3:33])=[CH:24][C:25]=1[F:30]. The yield is 0.970. (4) The reactants are [OH:1][CH:2]([C:13]1[CH:18]=[CH:17][N:16]=[CH:15][CH:14]=1)[C:3]1[CH:8]=[CH:7][CH:6]=[C:5]([O:9][CH3:10])[C:4]=1[O:11][CH3:12].C1(C)C=CC=CC=1.CO.[H][H]. The catalyst is [Rh].C(O)(=O)C. The product is [OH:1][CH:2]([CH:13]1[CH2:14][CH2:15][NH:16][CH2:17][CH2:18]1)[C:3]1[CH:8]=[CH:7][CH:6]=[C:5]([O:9][CH3:10])[C:4]=1[O:11][CH3:12]. The yield is 0.960.